This data is from Catalyst prediction with 721,799 reactions and 888 catalyst types from USPTO. The task is: Predict which catalyst facilitates the given reaction. (1) Reactant: [Cl:1][C:2]1[CH:3]=[C:4]2[C:8](=[CH:9][CH:10]=1)[NH:7][CH:6]=[C:5]2[CH2:11][CH2:12][NH:13][C:14](=[O:22])[C:15]1[CH:20]=[CH:19][CH:18]=[CH:17][C:16]=1I.B(O)(O)[C:24]1[CH:25]=[CH:26][C:27]([CH3:30])=[CH:28][CH:29]=1.C(=O)([O-])[O-].[Na+].[Na+]. Product: [Cl:1][C:2]1[CH:3]=[C:4]2[C:8](=[CH:9][CH:10]=1)[NH:7][CH:6]=[C:5]2[CH2:11][CH2:12][NH:13][C:14]([C:15]1[C:16]([C:24]2[CH:29]=[CH:28][C:27]([CH3:30])=[CH:26][CH:25]=2)=[CH:17][CH:18]=[CH:19][CH:20]=1)=[O:22]. The catalyst class is: 437. (2) Reactant: [CH3:1][O:2][C:3](=[O:9])[C:4]([CH3:8])([CH3:7])[CH2:5][OH:6].C([O-])([O-])=O.[K+].[K+].[C:16]1([CH3:26])[CH:21]=[CH:20][C:19]([S:22](Cl)(=[O:24])=[O:23])=[CH:18][CH:17]=1. Product: [CH3:1][O:2][C:3](=[O:9])[C:4]([CH3:8])([CH3:7])[CH2:5][O:6][S:22]([C:19]1[CH:20]=[CH:21][C:16]([CH3:26])=[CH:17][CH:18]=1)(=[O:24])=[O:23]. The catalyst class is: 79.